Dataset: Forward reaction prediction with 1.9M reactions from USPTO patents (1976-2016). Task: Predict the product of the given reaction. (1) The product is: [Br:2][C:3]1[CH:4]=[C:5]2[C:9]([CH2:8][C:7]3([CH2:17][CH2:16][CH:15]([O:18][CH3:19])[CH2:14][CH2:13]3)[C:6]2=[NH:20])=[CH:10][C:11]=1[CH3:12]. Given the reactants Cl.[Br:2][C:3]1[CH:4]=[C:5]2[C:9](=[CH:10][C:11]=1[CH3:12])[CH2:8][C:7]1([CH2:17][CH2:16][CH:15]([O:18][CH3:19])[CH2:14][CH2:13]1)[C:6]2=[N:20]S(C(C)(C)C)=O, predict the reaction product. (2) Given the reactants F[C:2]1[CH:3]=[CH:4][CH:5]=[C:6]2[C:11]=1[N:10]=[CH:9][C:8]([S:12]([C:15]1[CH:20]=[CH:19][CH:18]=[CH:17][CH:16]=1)(=[O:14])=[O:13])=[CH:7]2.[ClH:21].Cl.[CH:23]([NH:26][CH:27]1[CH2:32][CH2:31][NH:30][CH2:29][CH2:28]1)([CH3:25])[CH3:24].C(N(C(C)C)CC)(C)C, predict the reaction product. The product is: [ClH:21].[CH3:24][CH:23]([NH:26][CH:27]1[CH2:32][CH2:31][N:30]([C:2]2[CH:3]=[CH:4][CH:5]=[C:6]3[C:11]=2[N:10]=[CH:9][C:8]([S:12]([C:15]2[CH:20]=[CH:19][CH:18]=[CH:17][CH:16]=2)(=[O:14])=[O:13])=[CH:7]3)[CH2:29][CH2:28]1)[CH3:25].